Dataset: Reaction yield outcomes from USPTO patents with 853,638 reactions. Task: Predict the reaction yield, written as a fraction of the theoretical maximum amount of product (1.0 means a 100% yield; for example, 0.34 means a 34% yield). (1) The reactants are [Br:1][C:2]1[CH:3]=[C:4]([CH2:7][N:8]2[C:12](=[O:13])[O:11][N:10]=[C:9]2[C:14]2[C:18]([NH:19][CH2:20][CH2:21][OH:22])=[N:17][O:16][N:15]=2)[O:5][CH:6]=1.[CH3:23][S:24](Cl)(=[O:26])=[O:25].C(N(CC)CC)C. The catalyst is C(OCC)(=O)C. The product is [CH3:23][S:24]([O:22][CH2:21][CH2:20][NH:19][C:18]1[C:14]([C:9]2[N:8]([CH2:7][C:4]3[O:5][CH:6]=[C:2]([Br:1])[CH:3]=3)[C:12](=[O:13])[O:11][N:10]=2)=[N:15][O:16][N:17]=1)(=[O:26])=[O:25]. The yield is 1.00. (2) The reactants are [CH2:1]([O:3][C:4]([C:6]1[CH:10]=[CH:9][NH:8][C:7]=1[NH2:11])=[O:5])[CH3:2].[H-].[Na+].[CH3:14][C:15]([CH3:25])=[CH:16][C:17]([C:19]1[CH:24]=[CH:23][CH:22]=[CH:21][CH:20]=1)=O.[BH4-].[Na+]. The catalyst is CN(C=O)C.CCOC(C)=O.CCO. The product is [CH2:1]([O:3][C:4]([C:6]1[CH:10]=[CH:9][N:8]2[C:15]([CH3:25])([CH3:14])[CH2:16][CH:17]([C:19]3[CH:20]=[CH:21][CH:22]=[CH:23][CH:24]=3)[NH:11][C:7]=12)=[O:5])[CH3:2]. The yield is 0.630. (3) The reactants are [NH2:1][CH2:2][C:3]1[CH:8]=[CH:7][C:6]([C:9]([NH:11][C:12]2[CH:17]=[CH:16][CH:15]=[CH:14][C:13]=2[C:18](=[O:27])[NH:19][C:20]2[CH:25]=[CH:24][C:23]([Cl:26])=[CH:22][N:21]=2)=[O:10])=[CH:5][CH:4]=1.[CH3:28][N:29]1[CH2:33][CH2:32][N:31]=[C:30]1SC.CCN(CC)CC. The catalyst is N1C=CC=CC=1. The product is [Cl:26][C:23]1[CH:24]=[CH:25][C:20]([NH:19][C:18]([C:13]2[CH:14]=[CH:15][CH:16]=[CH:17][C:12]=2[NH:11][C:9]([C:6]2[CH:5]=[CH:4][C:3]([CH2:2][NH:1][C:30]3[N:29]([CH3:28])[CH2:33][CH2:32][N:31]=3)=[CH:8][CH:7]=2)=[O:10])=[O:27])=[N:21][CH:22]=1. The yield is 0.650. (4) The reactants are C[O:2][C:3](=[O:27])[CH2:4][CH2:5][CH2:6][CH2:7][CH2:8][CH2:9][C:10]([NH:12][C:13]1[S:14][CH:15]=[C:16]([C:18]2[CH:23]=[CH:22][CH:21]=[C:20]([N+:24]([O-:26])=[O:25])[CH:19]=2)[N:17]=1)=[O:11].O[Li].O.Cl. The catalyst is CO.O. The product is [N+:24]([C:20]1[CH:19]=[C:18]([C:16]2[N:17]=[C:13]([NH:12][C:10](=[O:11])[CH2:9][CH2:8][CH2:7][CH2:6][CH2:5][CH2:4][C:3]([OH:27])=[O:2])[S:14][CH:15]=2)[CH:23]=[CH:22][CH:21]=1)([O-:26])=[O:25]. The yield is 0.856.